Dataset: Full USPTO retrosynthesis dataset with 1.9M reactions from patents (1976-2016). Task: Predict the reactants needed to synthesize the given product. (1) Given the product [NH2:26][C:24]1[N:25]=[C:20]([N:7]2[CH2:8][CH2:9][CH2:10][C@@H:5]([C:3]([N:2]([CH3:11])[CH3:1])=[O:4])[CH2:6]2)[CH:21]=[CH:22][C:23]=1[N+:27]([O-:29])=[O:28], predict the reactants needed to synthesize it. The reactants are: [CH3:1][N:2]([CH3:11])[C:3]([C@@H:5]1[CH2:10][CH2:9][CH2:8][NH:7][CH2:6]1)=[O:4].C(N(CC)CC)C.Cl[C:20]1[N:25]=[C:24]([NH2:26])[C:23]([N+:27]([O-:29])=[O:28])=[CH:22][CH:21]=1.O. (2) Given the product [CH2:8]([O:10][C:11]1[CH:23]=[CH:22][CH:21]=[CH:20][C:12]=1[O:13][C@@H:14]1[CH2:19][CH2:18][CH2:17][N:16]([C:25]2[C:34]([F:35])=[CH:33][C:28]([C:29]([O:31][CH3:32])=[O:30])=[CH:27][N:26]=2)[CH2:15]1)[CH3:9], predict the reactants needed to synthesize it. The reactants are: C(N(CC)CC)C.[CH2:8]([O:10][C:11]1[CH:23]=[CH:22][CH:21]=[CH:20][C:12]=1[O:13][C@@H:14]1[CH2:19][CH2:18][CH2:17][NH:16][CH2:15]1)[CH3:9].Cl[C:25]1[C:34]([F:35])=[CH:33][C:28]([C:29]([O:31][CH3:32])=[O:30])=[CH:27][N:26]=1.O. (3) Given the product [OH:14][C:9]1[C:7]2[C:5](=[CH:4][CH:3]=[C:2]([I:1])[CH:8]=2)[N:6]=[C:11]([CH3:13])[CH:10]=1, predict the reactants needed to synthesize it. The reactants are: [I:1][C:2]1[CH:8]=[CH:7][C:5]([NH2:6])=[CH:4][CH:3]=1.[C:9](OCC)(=[O:14])[CH2:10][C:11]([CH3:13])=O.